The task is: Predict which catalyst facilitates the given reaction.. This data is from Catalyst prediction with 721,799 reactions and 888 catalyst types from USPTO. (1) Reactant: [O:1]1[CH:5]=[CH:4][C:3]([CH:6]=O)=[CH:2]1.[CH3:8][O:9][C:10]1[CH:15]=[CH:14][C:13]([CH2:16][NH2:17])=[CH:12][CH:11]=1.[BH4-].[Na+]. Product: [O:1]1[CH:5]=[CH:4][C:3]([CH2:6][NH:17][CH2:16][C:13]2[CH:14]=[CH:15][C:10]([O:9][CH3:8])=[CH:11][CH:12]=2)=[CH:2]1. The catalyst class is: 5. (2) Reactant: [CH:1]1([CH:4]([C:11]2[CH:16]=[C:15]([NH:17][CH2:18][C:19]3[CH:24]=[CH:23][C:22]([C:25]4[CH:30]=[C:29]([O:31][CH3:32])[CH:28]=[CH:27][C:26]=4[F:33])=[C:21]([O:34][CH2:35][CH:36]([CH3:38])[CH3:37])[N:20]=3)[N:14]=[CH:13][N:12]=2)[CH2:5][C:6]([O:8]CC)=[O:7])[CH2:3][CH2:2]1.[OH-].[Na+].Cl. Product: [CH:1]1([CH:4]([C:11]2[CH:16]=[C:15]([NH:17][CH2:18][C:19]3[CH:24]=[CH:23][C:22]([C:25]4[CH:30]=[C:29]([O:31][CH3:32])[CH:28]=[CH:27][C:26]=4[F:33])=[C:21]([O:34][CH2:35][CH:36]([CH3:38])[CH3:37])[N:20]=3)[N:14]=[CH:13][N:12]=2)[CH2:5][C:6]([OH:8])=[O:7])[CH2:2][CH2:3]1. The catalyst class is: 5. (3) Reactant: [CH2:1]([S:8][C:9]1[N:17]=[C:16]2[C:12]([NH:13][CH:14]=[N:15]2)=[C:11](Cl)[N:10]=1)[C:2]1[CH:7]=[CH:6][CH:5]=[CH:4][CH:3]=1.[NH2:19][C:20]1[CH:25]=[CH:24][CH:23]=[CH:22][CH:21]=1.C(N(CC)CC)C. Product: [CH2:1]([S:8][C:9]1[N:17]=[C:16]2[C:12]([NH:13][CH:14]=[N:15]2)=[C:11]([NH:19][C:20]2[CH:25]=[CH:24][CH:23]=[CH:22][CH:21]=2)[N:10]=1)[C:2]1[CH:7]=[CH:6][CH:5]=[CH:4][CH:3]=1. The catalyst class is: 114.